Dataset: Reaction yield outcomes from USPTO patents with 853,638 reactions. Task: Predict the reaction yield, written as a fraction of the theoretical maximum amount of product (1.0 means a 100% yield; for example, 0.34 means a 34% yield). The reactants are [NH2:1][C:2]1[N:7]=[CH:6][C:5]([N:8]2[CH2:12][C:11]3([CH2:18][CH2:17][CH2:16][NH:15][CH2:14][CH2:13]3)[O:10][C:9]2=[O:19])=[CH:4][CH:3]=1.[CH3:20][N:21]([CH3:39])[C:22]([C:24]1[N:33]([CH:34]2[CH2:38][CH2:37][CH2:36][CH2:35]2)[C:27]2[N:28]=[C:29](Cl)[N:30]=[CH:31][C:26]=2[CH:25]=1)=[O:23]. No catalyst specified. The product is [CH:34]1([N:33]2[C:27]3[N:28]=[C:29]([NH:1][C:2]4[CH:3]=[CH:4][C:5]([N:8]5[CH2:12][C:11]6([CH2:18][CH2:17][CH2:16][NH:15][CH2:14][CH2:13]6)[O:10][C:9]5=[O:19])=[CH:6][N:7]=4)[N:30]=[CH:31][C:26]=3[CH:25]=[C:24]2[C:22]([N:21]([CH3:39])[CH3:20])=[O:23])[CH2:35][CH2:36][CH2:37][CH2:38]1. The yield is 0.500.